This data is from Reaction yield outcomes from USPTO patents with 853,638 reactions. The task is: Predict the reaction yield, written as a fraction of the theoretical maximum amount of product (1.0 means a 100% yield; for example, 0.34 means a 34% yield). (1) The reactants are [NH:1]1[C:5]2=[N:6][CH:7]=[CH:8][CH:9]=[C:4]2[CH:3]=[CH:2]1.ClC1C=CC=C(C(OO)=[O:18])C=1.O. The catalyst is COCCOC. The product is [NH:1]1[C:5]2=[N+:6]([O-:18])[CH:7]=[CH:8][CH:9]=[C:4]2[CH:3]=[CH:2]1. The yield is 0.410. (2) The reactants are [NH2:1][C:2]1[CH:7]=[CH:6][C:5]([CH2:8][CH2:9][C:10]([NH2:12])=[O:11])=[CH:4][C:3]=1[C:13]1[CH2:18][CH2:17][C:16]([CH3:20])([CH3:19])[CH2:15][CH:14]=1.[C:21]([C:23]1[N:24]=[C:25]([C:36]([O-])=[O:37])[N:26]([CH2:28][O:29][CH2:30][CH2:31][Si:32]([CH3:35])([CH3:34])[CH3:33])[CH:27]=1)#[N:22].[K+]. The catalyst is CO.C(Cl)Cl. The product is [C:10]([CH2:9][CH2:8][C:5]1[CH:6]=[CH:7][C:2]([NH:1][C:36]([C:25]2[N:26]([CH2:28][O:29][CH2:30][CH2:31][Si:32]([CH3:35])([CH3:34])[CH3:33])[CH:27]=[C:23]([C:21]#[N:22])[N:24]=2)=[O:37])=[C:3]([C:13]2[CH2:18][CH2:17][C:16]([CH3:20])([CH3:19])[CH2:15][CH:14]=2)[CH:4]=1)(=[O:11])[NH2:12]. The yield is 0.820. (3) The reactants are [F:1][C:2]1[C:7]([C:8]2[CH:9]=[C:10]3[C@@:21]4([CH2:25][O:24][C:23]([NH2:26])=[N:22]4)[C:20]4[C:15](=[N:16][CH:17]=[C:18]([C:27]#[C:28][C:29]5([CH3:33])[CH2:32][O:31][CH2:30]5)[CH:19]=4)[O:14][C:11]3=[CH:12][CH:13]=2)=[CH:6][CH:5]=[CH:4][N:3]=1.O.[ClH:35].C(OCC)(=O)C. The catalyst is CC#N.C(=O)(O)[O-].[Na+]. The product is [NH2:26][C:23]1[O:24][CH2:25][C@:21]2([C:20]3[C:15](=[N:16][CH:17]=[C:18]([C:27]#[C:28][C:29]([CH2:32][Cl:35])([CH3:33])[CH2:30][OH:31])[CH:19]=3)[O:14][C:11]3[C:10]2=[CH:9][C:8]([C:7]2[C:2]([F:1])=[N:3][CH:4]=[CH:5][CH:6]=2)=[CH:13][CH:12]=3)[N:22]=1. The yield is 0.536. (4) The reactants are O[C:2]1([CH3:14])[O:6][C:5](=[O:7])[CH:4]=[C:3]1[C:8]1[CH:13]=[CH:12][CH:11]=[CH:10][CH:9]=1.[NH2:15][C:16]1[CH:21]=[CH:20][CH:19]=[CH:18][CH:17]=1.C(OCC)(=O)C. The catalyst is C1(C)C=CC=CC=1. The product is [OH:6][C:2]1([CH3:14])[N:15]([C:16]2[CH:21]=[CH:20][CH:19]=[CH:18][CH:17]=2)[C:5](=[O:7])[CH:4]=[C:3]1[C:8]1[CH:13]=[CH:12][CH:11]=[CH:10][CH:9]=1. The yield is 0.440.